This data is from Forward reaction prediction with 1.9M reactions from USPTO patents (1976-2016). The task is: Predict the product of the given reaction. Given the reactants [CH3:1][O:2][C:3]1[C:4]([NH:10][CH2:11][CH:12]2[CH2:17][CH2:16][NH:15][CH2:14][CH2:13]2)=[N:5][CH:6]=[C:7]([CH3:9])[N:8]=1.[CH2:18]([O:25][C:26](ON1C(=O)CCC1=O)=[O:27])[C:19]1[CH:24]=[CH:23][CH:22]=[CH:21][CH:20]=1, predict the reaction product. The product is: [CH2:18]([O:25][C:26]([N:15]1[CH2:16][CH2:17][CH:12]([CH2:11][NH:10][C:4]2[C:3]([O:2][CH3:1])=[N:8][C:7]([CH3:9])=[CH:6][N:5]=2)[CH2:13][CH2:14]1)=[O:27])[C:19]1[CH:24]=[CH:23][CH:22]=[CH:21][CH:20]=1.